This data is from Full USPTO retrosynthesis dataset with 1.9M reactions from patents (1976-2016). The task is: Predict the reactants needed to synthesize the given product. Given the product [OH:25][C:24](=[C:6]1[C:7](=[O:8])[O:9][C:2]([CH3:10])([CH3:1])[O:3][C:4]1=[O:5])[CH2:23][C:17]1[CH:22]=[CH:21][CH:20]=[CH:19][CH:18]=1, predict the reactants needed to synthesize it. The reactants are: [CH3:1][C:2]1([CH3:10])[O:9][C:7](=[O:8])[CH2:6][C:4](=[O:5])[O:3]1.N1C=CC=CC=1.[C:17]1([CH2:23][C:24](Cl)=[O:25])[CH:22]=[CH:21][CH:20]=[CH:19][CH:18]=1.Cl.